Dataset: Aqueous solubility values for 9,982 compounds from the AqSolDB database. Task: Regression/Classification. Given a drug SMILES string, predict its absorption, distribution, metabolism, or excretion properties. Task type varies by dataset: regression for continuous measurements (e.g., permeability, clearance, half-life) or binary classification for categorical outcomes (e.g., BBB penetration, CYP inhibition). For this dataset (solubility_aqsoldb), we predict Y. The molecule is Clc1ccc(Cl)c(-c2c(Cl)cccc2Cl)c1. The Y is -6.80 log mol/L.